The task is: Predict the product of the given reaction.. This data is from Forward reaction prediction with 1.9M reactions from USPTO patents (1976-2016). (1) Given the reactants I[C:2]1[C:10]2[C:5](=[CH:6][C:7]([C@H:11]3[C@@:13]4([C:21]5[C:16](=[CH:17][CH:18]=[C:19]([O:22][CH3:23])[CH:20]=5)[N:15]([CH3:24])[C:14]4=[O:25])[CH2:12]3)=[CH:8][CH:9]=2)[NH:4][N:3]=1.CC1(C)C(C)(C)OB([C:34]2[CH:39]=[CH:38][C:37]([N:40]3[CH2:45][CH2:44][N:43](C(OC(C)(C)C)=O)[CH2:42][CH2:41]3)=[CH:36][CH:35]=2)O1.[C:54]([OH:60])([C:56]([F:59])([F:58])[F:57])=[O:55], predict the reaction product. The product is: [F:57][C:56]([F:59])([F:58])[C:54]([OH:60])=[O:55].[CH3:23][O:22][C:19]1[CH:20]=[C:21]2[C:16](=[CH:17][CH:18]=1)[N:15]([CH3:24])[C:14](=[O:25])[C@:13]12[CH2:12][C@H:11]1[C:7]1[CH:6]=[C:5]2[C:10]([C:2]([C:34]3[CH:35]=[CH:36][C:37]([N:40]4[CH2:41][CH2:42][NH:43][CH2:44][CH2:45]4)=[CH:38][CH:39]=3)=[N:3][NH:4]2)=[CH:9][CH:8]=1. (2) Given the reactants [CH3:1][O:2][C:3]1[CH:12]=[C:11]2[C:6]([C:7]([O:19][CH:20]3[CH2:38][CH:37]4[N:22]([C:23](=[O:43])[O:24][CH2:25][CH2:26][CH2:27][CH2:28][CH2:29][CH:30]=[CH:31][CH:32]5[C:34]([C:40]([OH:42])=O)([NH:35][C:36]4=[O:39])[CH2:33]5)[CH2:21]3)=[CH:8][C:9]([C:13]3[CH:18]=[CH:17][CH:16]=[CH:15][CH:14]=3)=[N:10]2)=[CH:5][CH:4]=1.COC1C=C2C(C(OC3CC4N(C(=O)OCCCCC=CC5C(C([NH:84][S:85]([CH:88]6[CH2:90][CH2:89]6)(=[O:87])=[O:86])=O)(NC4=O)C5)C3)=CC(C3C=CC=CC=3)=N2)=CC=1, predict the reaction product. The product is: [CH3:1][O:2][C:3]1[CH:12]=[C:11]2[C:6]([C:7]([O:19][CH:20]3[CH2:38][CH:37]4[N:22]([C:23](=[O:43])[O:24][CH2:25][CH2:26][CH2:27][CH2:28][CH2:29][CH:30]=[CH:31][CH:32]5[C:34]([C:40]([NH:84][S:85]([CH:88]6[CH2:90][CH2:89]6)(=[O:87])=[O:86])=[O:42])([NH:35][C:36]4=[O:39])[CH2:33]5)[CH2:21]3)=[CH:8][C:9]([C:13]3[CH:14]=[CH:15][CH:16]=[CH:17][CH:18]=3)=[N:10]2)=[CH:5][CH:4]=1. (3) Given the reactants [Br:1][C:2]1[CH:3]=[N:4][C:5]2[N:6]([N:8]=[C:9]([C:11]([N:13]3[CH2:18][CH2:17][C:16]4=[CH:19][NH:20][CH:21]=[C:15]4[CH:14]3[CH3:22])=[O:12])[CH:10]=2)[CH:7]=1.[NH:23]1[CH:27]=[N:26][N:25]=[N:24]1, predict the reaction product. The product is: [Br:1][C:2]1[CH:3]=[N:4][C:5]2[N:6]([N:8]=[C:9]([C:11]([N:13]3[CH2:18][CH2:17][C:16]4=[C:19]([C:27]5[NH:26][N:25]=[N:24][N:23]=5)[NH:20][CH:21]=[C:15]4[CH:14]3[CH3:22])=[O:12])[CH:10]=2)[CH:7]=1. (4) Given the reactants C([O:3][C:4]([C:6]1[O:7][C:8]2[CH:14]=[C:13]([C:15]([C:20]3[CH:25]=[CH:24][C:23]([O:26][CH2:27][C:28](=[O:33])[C:29]([CH3:32])([CH3:31])[CH3:30])=[C:22]([CH3:34])[CH:21]=3)([CH2:18][CH3:19])[CH2:16][CH3:17])[CH:12]=[CH:11][C:9]=2[CH:10]=1)=[O:5])C.[OH-].[Na+].CO, predict the reaction product. The product is: [CH3:32][C:29]([CH3:30])([CH3:31])[C:28](=[O:33])[CH2:27][O:26][C:23]1[CH:24]=[CH:25][C:20]([C:15]([C:13]2[CH:12]=[CH:11][C:9]3[CH:10]=[C:6]([C:4]([OH:5])=[O:3])[O:7][C:8]=3[CH:14]=2)([CH2:18][CH3:19])[CH2:16][CH3:17])=[CH:21][C:22]=1[CH3:34]. (5) Given the reactants [CH3:1][O:2][C:3]1[CH:4]=[C:5]([CH:36]=[CH:37][CH:38]=1)[CH2:6][CH2:7][N:8]1[CH:12]=[CH:11][N:10]=[C:9]1[C:13]1[CH:18]=[CH:17][C:16]([N:19]2[C:25](=[O:26])[CH2:24][C:23](=[O:27])[NH:22][C:21]3[C:28]4[C:33]([CH:34]=[CH:35][C:20]2=3)=[CH:32][CH:31]=[CH:30][CH:29]=4)=[CH:15][CH:14]=1.Cl.[Cl:40]C1C=CC(CN2C=CN=C2C2C=CC(N3C(=O)CC(=O)NC4C5C(C=CC3=4)=CC=CC=5)=CC=2)=CC=1, predict the reaction product. The product is: [ClH:40].[CH3:1][O:2][C:3]1[CH:4]=[C:5]([CH:36]=[CH:37][CH:38]=1)[CH2:6][CH2:7][N:8]1[CH:12]=[CH:11][N:10]=[C:9]1[C:13]1[CH:14]=[CH:15][C:16]([N:19]2[C:25](=[O:26])[CH2:24][C:23](=[O:27])[NH:22][C:21]3[C:28]4[C:33]([CH:34]=[CH:35][C:20]2=3)=[CH:32][CH:31]=[CH:30][CH:29]=4)=[CH:17][CH:18]=1. (6) The product is: [O:8]1[C:3]2[CH:4]=[CH:5][CH:6]=[CH:7][C:2]=2[N:1]=[C:10]1[C:9]1[CH:19]=[CH:18][CH:17]=[CH:16][C:15]=1[NH2:14]. Given the reactants [NH2:1][C:2]1[CH:7]=[CH:6][CH:5]=[CH:4][C:3]=1[OH:8].[C:9]12[C:15](=[CH:16][CH:17]=[CH:18][CH:19]=1)[NH:14]C(=O)O[C:10]2=O.C(=O)=O.[OH-].[Na+], predict the reaction product. (7) Given the reactants Cl[CH2:2][C@@H:3]1[O:7][C:6](=[O:8])[N:5]([C:9]2[CH:14]=[CH:13][C:12]([N:15]3[CH2:20][CH2:19][O:18][CH2:17][CH2:16]3)=[C:11]([F:21])[CH:10]=2)[CH2:4]1.[C:22]1(=[O:32])[NH:26][C:25](=[O:27])[C:24]2=[CH:28][CH:29]=[CH:30][CH:31]=[C:23]12.[K].CN(C)C=O, predict the reaction product. The product is: [F:21][C:11]1[CH:10]=[C:9]([N:5]2[CH2:4][C@H:3]([CH2:2][N:26]3[C:25](=[O:27])[C:24]4=[CH:28][CH:29]=[CH:30][CH:31]=[C:23]4[C:22]3=[O:32])[O:7][C:6]2=[O:8])[CH:14]=[CH:13][C:12]=1[N:15]1[CH2:20][CH2:19][O:18][CH2:17][CH2:16]1. (8) The product is: [CH3:47][C:39]1[C:40]2[CH:46]=[CH:45][CH:44]=[CH:43][C:41]=2[S:42][C:38]=1[C:36](=[O:37])[CH2:35][NH:34][C:12]([C:10]1[S:11][C:7]2[C:6]([N:15]3[CH2:20][CH2:19][O:18][CH2:17][CH2:16]3)=[CH:5][CH:4]=[C:3]([O:2][CH3:1])[C:8]=2[N:9]=1)=[O:14]. Given the reactants [CH3:1][O:2][C:3]1[C:8]2[N:9]=[C:10]([C:12]([OH:14])=O)[S:11][C:7]=2[C:6]([N:15]2[CH2:20][CH2:19][O:18][CH2:17][CH2:16]2)=[CH:5][CH:4]=1.C(N1C=CN=C1)(N1C=CN=C1)=O.Cl.[NH2:34][CH2:35][C:36]([C:38]1[S:42][C:41]2[CH:43]=[CH:44][CH:45]=[CH:46][C:40]=2[C:39]=1[CH3:47])=[O:37].C(N(CC)CC)C, predict the reaction product. (9) Given the reactants Cl.[N+:2]([C:5]1[CH:12]=[CH:11][C:8]([CH2:9][NH2:10])=[CH:7][CH:6]=1)([O-:4])=[O:3].C(N(CC)CC)C.[CH3:20][S:21](Cl)(=[O:23])=[O:22], predict the reaction product. The product is: [N+:2]([C:5]1[CH:6]=[CH:7][C:8]([CH2:9][NH:10][S:21]([CH3:20])(=[O:23])=[O:22])=[CH:11][CH:12]=1)([O-:4])=[O:3].